From a dataset of M1 muscarinic receptor antagonist screen with 61,756 compounds. Binary Classification. Given a drug SMILES string, predict its activity (active/inactive) in a high-throughput screening assay against a specified biological target. The molecule is FC(F)(F)C12N(CCN1)CCN=C(C2)c1ccccc1. The result is 0 (inactive).